The task is: Predict the reaction yield, written as a fraction of the theoretical maximum amount of product (1.0 means a 100% yield; for example, 0.34 means a 34% yield).. This data is from Reaction yield outcomes from USPTO patents with 853,638 reactions. (1) The product is [F:1][C:2]1[CH:7]=[C:6]([F:8])[CH:5]=[CH:4][C:3]=1/[CH:9]=[CH:10]/[C:11]1[CH:12]=[CH:13][C:14]([S:17]([C:20]2[CH:27]=[CH:26][CH:25]=[CH:24][C:21]=2[C:22]([NH2:23])=[O:28])(=[O:18])=[O:19])=[CH:15][CH:16]=1. The catalyst is C(O)C.C(OCC)(=O)C. The reactants are [F:1][C:2]1[CH:7]=[C:6]([F:8])[CH:5]=[CH:4][C:3]=1/[CH:9]=[CH:10]/[C:11]1[CH:16]=[CH:15][C:14]([S:17]([C:20]2[CH:27]=[CH:26][CH:25]=[CH:24][C:21]=2[C:22]#[N:23])(=[O:19])=[O:18])=[CH:13][CH:12]=1.[OH-:28].[Na+].O.Cl. The yield is 0.520. (2) The reactants are [CH3:1][O:2][C:3]([C:5]1[CH:6]=[C:7]([C:12]2[CH:17]=[CH:16][C:15]([CH3:18])=[CH:14][CH:13]=2)[CH:8]=[C:9](I)[CH:10]=1)=[O:4].[CH2:19]([NH2:21])[CH3:20].C1CCN2C(=NCCC2)CC1.C1C[O:36][CH2:35]C1. The catalyst is CC([O-])=O.CC([O-])=O.[Pd+2]. The product is [CH3:1][O:2][C:3]([C:5]1[CH:6]=[C:7]([C:12]2[CH:17]=[CH:16][C:15]([CH3:18])=[CH:14][CH:13]=2)[CH:8]=[C:9]([C:35](=[O:36])[NH:21][CH2:19][CH3:20])[CH:10]=1)=[O:4]. The yield is 0.500. (3) The reactants are Cl[C:2]1[C:11]2[C:6](=[CH:7][CH:8]=[C:9]([C:12]3[N:13]([CH3:17])[CH:14]=[CH:15][N:16]=3)[CH:10]=2)[CH:5]=[N:4][CH:3]=1.[CH3:18][N:19]1[CH:23]=[C:22]([C:24]2[CH:29]=[CH:28][C:27](B3OC(C)(C)C(C)(C)O3)=[CH:26][CH:25]=2)[CH:21]=[N:20]1.C(Cl)Cl.C(=O)([O-])[O-].[Na+].[Na+].O. The catalyst is C1C=CC(P(C2C=CC=CC=2)[C-]2C=CC=C2)=CC=1.C1C=CC(P(C2C=CC=CC=2)[C-]2C=CC=C2)=CC=1.Cl[Pd]Cl.[Fe+2].C(#N)C. The product is [CH3:17][N:13]1[CH:14]=[CH:15][N:16]=[C:12]1[C:9]1[CH:10]=[C:11]2[C:6](=[CH:7][CH:8]=1)[CH:5]=[N:4][CH:3]=[C:2]2[C:27]1[CH:26]=[CH:25][C:24]([C:22]2[CH:21]=[N:20][N:19]([CH3:18])[CH:23]=2)=[CH:29][CH:28]=1. The yield is 0.0800. (4) The product is [Cl:1][CH2:2][CH2:3][C:4]([C:20]1[CH:21]=[CH:22][C:23]([C:26]2[CH:27]=[CH:28][O:30][CH:31]=2)=[CH:24][CH:25]=1)=[C:5]([C:6]1[CH:7]=[CH:8][C:9]([OH:12])=[CH:10][CH:11]=1)[C:13]1[CH:14]=[CH:15][C:16]([OH:19])=[CH:17][CH:18]=1. The reactants are [Cl:1][CH2:2][CH2:3][C:4]([C:20]1[CH:25]=[CH:24][C:23](/[CH:26]=[CH:27]/[C:28]([O:30][CH2:31]C)=O)=[CH:22][CH:21]=1)=[C:5]([C:13]1[CH:18]=[CH:17][C:16]([OH:19])=[CH:15][CH:14]=1)[C:6]1[CH:11]=[CH:10][C:9]([OH:12])=[CH:8][CH:7]=1.O1C=CC(B(O)O)=C1. The yield is 0.870. No catalyst specified. (5) The reactants are CCO.C1(C)C(S([N:13]2[CH:17]=[CH:16][CH:15]=[C:14]2[C:18](=[O:32])[C:19]2[CH:24]=[CH:23][C:22]([NH:25]C(=O)C(F)(F)F)=[CH:21][CH:20]=2)(=O)=O)=CC=CC=1.[OH-].[K+]. The catalyst is CCOC(C)=O. The product is [NH2:25][C:22]1[CH:23]=[CH:24][C:19]([C:18]([C:14]2[NH:13][CH:17]=[CH:16][CH:15]=2)=[O:32])=[CH:20][CH:21]=1. The yield is 0.940. (6) The reactants are [Cl:1][C:2]1[N:3]=[C:4](Cl)[C:5]2[CH2:10][CH2:9][CH:8]([C:11]3[CH:16]=[CH:15][CH:14]=[CH:13][CH:12]=3)[C:6]=2[N:7]=1.[CH3:18][NH:19][CH2:20][CH3:21]. The catalyst is CO. The product is [Cl:1][C:2]1[N:3]=[C:4]([N:19]([CH2:20][CH3:21])[CH3:18])[C:5]2[CH2:10][CH2:9][CH:8]([C:11]3[CH:16]=[CH:15][CH:14]=[CH:13][CH:12]=3)[C:6]=2[N:7]=1. The yield is 1.00. (7) The reactants are [CH:1]1([C:4]2[N:9]=[C:8]([C:10]3[CH:15]=[CH:14][CH:13]=[CH:12][C:11]=3[C:16]([F:19])([F:18])[F:17])[NH:7][C:6](=O)[CH:5]=2)[CH2:3][CH2:2]1.P(Cl)(Cl)([Cl:23])=O. No catalyst specified. The product is [Cl:23][C:6]1[CH:5]=[C:4]([CH:1]2[CH2:3][CH2:2]2)[N:9]=[C:8]([C:10]2[CH:15]=[CH:14][CH:13]=[CH:12][C:11]=2[C:16]([F:19])([F:18])[F:17])[N:7]=1. The yield is 0.760. (8) The reactants are Cl[C:2]1[N:7]=[CH:6][C:5]([CH2:8][CH2:9][CH2:10][CH2:11][CH3:12])=[CH:4][N:3]=1.[NH2:13][C@H:14]1[CH2:18][CH2:17][C@@H:16]([C:19]([OH:21])=[O:20])[CH2:15]1.C(=O)([O-])[O-].[K+].[K+].CS(C)=O. The catalyst is O. The product is [CH2:8]([C:5]1[CH:4]=[N:3][C:2]([NH:13][C@H:14]2[CH2:18][CH2:17][C@@H:16]([C:19]([OH:21])=[O:20])[CH2:15]2)=[N:7][CH:6]=1)[CH2:9][CH2:10][CH2:11][CH3:12]. The yield is 0.342. (9) The reactants are [NH2:1][C:2]1[C:3](N)=[N:4][C:5]2[C:10]([C:11]=1CC(C)C)=[CH:9][CH:8]=[CH:7][CH:6]=2. The catalyst is C(O)=O. The product is [CH2:5]([N:4]1[C:11]2[C:10]3[CH:9]=[CH:8][CH:7]=[CH:6][C:5]=3[N:4]=[CH:3][C:2]=2[N:1]=[CH:3]1)[CH:10]([CH3:11])[CH3:9]. The yield is 0.980. (10) The reactants are CN(C)C=O.[N:6]1[CH:11]=[CH:10][CH:9]=[CH:8][C:7]=1[S:12]([CH:15]([NH:27][CH2:28][C:29]1[CH:34]=[CH:33][C:32]([C:35]2[S:36][CH:37]=[CH:38][N:39]=2)=[CH:31][CH:30]=1)[C:16]1[N:21]=[C:20]([NH:22][CH2:23][C:24]([OH:26])=[O:25])[CH:19]=[CH:18][CH:17]=1)(=[O:14])=[O:13].C(=O)([O-])[O-].[K+].[K+].[C:46]1([CH2:52][CH2:53][CH2:54][CH2:55][CH2:56]CS([O-])(=O)=O)[CH:51]=[CH:50][CH:49]=[CH:48][CH:47]=1. The catalyst is O. The product is [C:46]1([CH2:52][CH2:53][CH2:54][CH2:55][CH2:56][O:25][C:24](=[O:26])[CH2:23][NH:22][C:20]2[CH:19]=[CH:18][CH:17]=[C:16]([CH:15]([S:12]([C:7]3[CH:8]=[CH:9][CH:10]=[CH:11][N:6]=3)(=[O:14])=[O:13])[NH:27][CH2:28][C:29]3[CH:34]=[CH:33][C:32]([C:35]4[S:36][CH:37]=[CH:38][N:39]=4)=[CH:31][CH:30]=3)[N:21]=2)[CH:51]=[CH:50][CH:49]=[CH:48][CH:47]=1. The yield is 0.750.